Dataset: Forward reaction prediction with 1.9M reactions from USPTO patents (1976-2016). Task: Predict the product of the given reaction. (1) Given the reactants [OH:1][C:2]1[N:6]([C:7]2[CH:12]=[CH:11][C:10]([S:13]([OH:16])(=[O:15])=[O:14])=[CH:9][CH:8]=2)[N:5]=[C:4]([C:17]([OH:19])=[O:18])[CH:3]=1.[CH3:20][N:21]([CH3:30])[C:22]1[CH:29]=[CH:28][C:25]([CH:26]=O)=[CH:24][CH:23]=1.C([O-])(=O)C.[NH4+:35], predict the reaction product. The product is: [CH3:20][N:21]([CH3:30])[C:22]1[CH:29]=[CH:28][C:25]([CH:26]=[C:3]2[C:2](=[O:1])[N:6]([C:7]3[CH:8]=[CH:9][C:10]([S:13]([OH:16])(=[O:15])=[O:14])=[CH:11][CH:12]=3)[N:5]=[C:4]2[C:17]([OH:19])=[O:18])=[CH:24][CH:23]=1.[NH4+:35]. (2) Given the reactants [CH3:1][O:2][C:3]1[CH:8]=[CH:7][C:6]([N:9]([CH:29]([C:36]2[CH:41]=[CH:40][CH:39]=[CH:38][CH:37]=2)[C:30]2[CH:35]=[CH:34][CH:33]=[CH:32][CH:31]=2)[C:10]2[C:11]3[CH:18]=[CH:17][N:16]([C@@H:19]4[O:25][C@H:24]([CH2:26][OH:27])[C@@H:22]([OH:23])[C@@:20]4([CH3:28])[OH:21])[C:12]=3[N:13]=[CH:14][N:15]=2)=[CH:5][CH:4]=1.C(N(CC)CC)C.[C:49](Cl)(=[O:57])[CH2:50][CH2:51][CH2:52][CH2:53][CH2:54][CH2:55][CH3:56], predict the reaction product. The product is: [CH3:1][O:2][C:3]1[CH:4]=[CH:5][C:6]([N:9]([CH:29]([C:30]2[CH:31]=[CH:32][CH:33]=[CH:34][CH:35]=2)[C:36]2[CH:41]=[CH:40][CH:39]=[CH:38][CH:37]=2)[C:10]2[C:11]3[CH:18]=[CH:17][N:16]([C@@H:19]4[O:25][C@H:24]([CH2:26][O:27][C:49](=[O:57])[CH2:50][CH2:51][CH2:52][CH2:53][CH2:54][CH2:55][CH3:56])[C@@H:22]([OH:23])[C@@:20]4([CH3:28])[OH:21])[C:12]=3[N:13]=[CH:14][N:15]=2)=[CH:7][CH:8]=1. (3) The product is: [CH3:38][O:37][C:35](=[O:36])[CH2:34][N:13]1[CH2:14][CH2:15][CH:10]([N:9]([CH2:16][C:17]2[C:22]([CH3:23])=[CH:21][CH:20]=[CH:19][N:18]=2)[CH2:8][C:3]2[C:2]([CH3:1])=[CH:7][CH:6]=[CH:5][N:4]=2)[CH2:11][CH2:12]1. Given the reactants [CH3:1][C:2]1[C:3]([CH2:8][N:9]([CH2:16][C:17]2[C:22]([CH3:23])=[CH:21][CH:20]=[CH:19][N:18]=2)[CH:10]2[CH2:15][CH2:14][NH:13][CH2:12][CH2:11]2)=[N:4][CH:5]=[CH:6][CH:7]=1.CCN(C(C)C)C(C)C.Br[CH2:34][C:35]([O:37][CH3:38])=[O:36].C([O-])(O)=O.[Na+], predict the reaction product. (4) Given the reactants [C:1]([O:5][C:6]([NH:8][CH2:9][C@@H:10]([OH:22])[CH2:11][P:12]([CH2:15][CH:16]1[CH2:21][CH2:20][CH2:19][CH2:18][CH2:17]1)(=[O:14])[OH:13])=[O:7])([CH3:4])([CH3:3])[CH3:2].[C:23]1(O)[CH:28]=[CH:27][CH:26]=[CH:25][CH:24]=1.C(N(CC)CC)C, predict the reaction product. The product is: [C:23]1([O:14][P:12]([CH2:11][C@H:10]([OH:22])[CH2:9][NH:8][C:6]([O:5][C:1]([CH3:4])([CH3:2])[CH3:3])=[O:7])([CH2:15][CH:16]2[CH2:17][CH2:18][CH2:19][CH2:20][CH2:21]2)=[O:13])[CH:28]=[CH:27][CH:26]=[CH:25][CH:24]=1. (5) Given the reactants [C:1]([O:5][C:6](=[O:21])[C@@H:7]([NH:13][C:14]([O:16][C:17]([CH3:20])([CH3:19])[CH3:18])=[O:15])[CH2:8][CH2:9][C:10]([OH:12])=[O:11])([CH3:4])([CH3:3])[CH3:2].[CH2:22](N(CC)CC)[CH3:23].ClC(OCC)=O.C([O-])(O)=O.[Na+], predict the reaction product. The product is: [C:17]([O:16][C:14]([NH:13][C@@H:7]([CH2:8][CH2:9][C:10]([O:12][CH2:22][CH3:23])=[O:11])[C:6]([O:5][C:1]([CH3:4])([CH3:3])[CH3:2])=[O:21])=[O:15])([CH3:20])([CH3:19])[CH3:18]. (6) Given the reactants [CH:1]1([C:7]([C:9]2[N:13]([CH3:14])[C:12]([S:15]([NH2:18])(=[O:17])=[O:16])=[CH:11][CH:10]=2)=O)[CH2:6][CH2:5][CH2:4][CH2:3][CH2:2]1.NN.O.[OH-].[K+], predict the reaction product. The product is: [CH:1]1([CH2:7][C:9]2[N:13]([CH3:14])[C:12]([S:15]([NH2:18])(=[O:17])=[O:16])=[CH:11][CH:10]=2)[CH2:2][CH2:3][CH2:4][CH2:5][CH2:6]1. (7) The product is: [Cl:1][C:2]1[C:3]([N:27]([CH:29]([CH3:30])[CH3:31])[CH3:28])=[CH:4][C:5]2[N:11]=[C:10]([C:12]3[CH:17]=[CH:16][CH:15]=[C:14]([N:18]4[C:22]([CH2:23][NH:37][CH2:38][CH:39]5[CH2:41][CH2:40]5)=[CH:21][N:20]=[N:19]4)[CH:13]=3)[CH2:9][C:8](=[O:25])[NH:7][C:6]=2[CH:26]=1. Given the reactants [Cl:1][C:2]1[C:3]([N:27]([CH:29]([CH3:31])[CH3:30])[CH3:28])=[CH:4][C:5]2[N:11]=[C:10]([C:12]3[CH:17]=[CH:16][CH:15]=[C:14]([N:18]4[C:22]([CH2:23]O)=[CH:21][N:20]=[N:19]4)[CH:13]=3)[CH2:9][C:8](=[O:25])[NH:7][C:6]=2[CH:26]=1.S(Cl)(Cl)=O.[Cl-].[NH2:37][CH2:38][CH:39]1[CH2:41][CH2:40]1, predict the reaction product.